From a dataset of Full USPTO retrosynthesis dataset with 1.9M reactions from patents (1976-2016). Predict the reactants needed to synthesize the given product. Given the product [CH:1]([N:4]1[C:5]2[C:6](=[C:9]([C:13]3[CH:18]=[CH:17][CH:16]=[CH:15][CH:14]=3)[CH:10]=[CH:11][CH:12]=2)[CH2:7][NH:8][C:19]1=[O:20])([CH3:3])[CH3:2], predict the reactants needed to synthesize it. The reactants are: [CH:1]([NH:4][C:5]1[CH:12]=[CH:11][CH:10]=[C:9]([C:13]2[CH:18]=[CH:17][CH:16]=[CH:15][CH:14]=2)[C:6]=1[CH2:7][NH2:8])([CH3:3])[CH3:2].[C:19](Cl)(Cl)=[O:20].C1(C)C=CC=CC=1.C(N(CC)CC)C.